This data is from Forward reaction prediction with 1.9M reactions from USPTO patents (1976-2016). The task is: Predict the product of the given reaction. (1) Given the reactants [Cl:1][C:2]1[C:13]([Cl:14])=[CH:12][C:11]([Cl:15])=[CH:10][C:3]=1[C:4]([NH:6][CH2:7][CH:8]=O)=[O:5].Cl.[NH2:17][OH:18].[C:19]([O-:22])(=O)C.[Na+], predict the reaction product. The product is: [Cl:1][C:2]1[C:13]([Cl:14])=[CH:12][C:11]([Cl:15])=[CH:10][C:3]=1[C:4]([NH:6][CH2:7][CH2:8][N:17]([CH:19]=[O:22])[OH:18])=[O:5]. (2) Given the reactants O[C:2]1[C:11]2[C:6](=[CH:7][C:8]([C:12]3[CH:13]=[C:14]([CH:20]=[CH:21][C:22]=3[CH3:23])[C:15]([O:17][CH2:18][CH3:19])=[O:16])=[CH:9][CH:10]=2)[CH:5]=[N:4][N:3]=1.P(Cl)(Cl)([Cl:26])=O, predict the reaction product. The product is: [Cl:26][C:2]1[C:11]2[C:6](=[CH:7][C:8]([C:12]3[CH:13]=[C:14]([CH:20]=[CH:21][C:22]=3[CH3:23])[C:15]([O:17][CH2:18][CH3:19])=[O:16])=[CH:9][CH:10]=2)[CH:5]=[N:4][N:3]=1. (3) Given the reactants [OH-].[Li+].[Cl:3][C:4]1[CH:5]=[C:6]([C:14]2[O:18][N:17]=[C:16]([C:19]3[C:20]([CH3:32])=[C:21]4[C:25](=[CH:26][CH:27]=3)[CH2:24][CH:23]([C:28]([O:30]C)=[O:29])[CH2:22]4)[N:15]=2)[CH:7]=[N:8][C:9]=1[O:10][CH:11]([CH3:13])[CH3:12], predict the reaction product. The product is: [Cl:3][C:4]1[CH:5]=[C:6]([C:14]2[O:18][N:17]=[C:16]([C:19]3[C:20]([CH3:32])=[C:21]4[C:25](=[CH:26][CH:27]=3)[CH2:24][CH:23]([C:28]([OH:30])=[O:29])[CH2:22]4)[N:15]=2)[CH:7]=[N:8][C:9]=1[O:10][CH:11]([CH3:12])[CH3:13]. (4) Given the reactants C([Li])CCC.[CH3:6][O:7][C:8]1[CH:16]=[C:15]([O:17][CH3:18])[CH:14]=[C:13]([CH3:19])[C:9]=1[C:10]([NH2:12])=[O:11].[CH3:20][N:21]([CH3:35])[CH2:22][CH2:23][O:24][C:25]1[C:32]([CH3:33])=[CH:31][C:28]([C:29]#N)=[CH:27][C:26]=1[CH3:34], predict the reaction product. The product is: [CH3:20][N:21]([CH3:35])[CH2:22][CH2:23][O:24][C:25]1[C:32]([CH3:33])=[CH:31][C:28]([C:29]2[NH:12][C:10](=[O:11])[C:9]3[C:13]([CH:19]=2)=[CH:14][C:15]([O:17][CH3:18])=[CH:16][C:8]=3[O:7][CH3:6])=[CH:27][C:26]=1[CH3:34].